This data is from Catalyst prediction with 721,799 reactions and 888 catalyst types from USPTO. The task is: Predict which catalyst facilitates the given reaction. (1) Reactant: [Br:1][C:2]1[CH:3]=[C:4]([CH:9]=[CH:10][C:11]=1[OH:12])[C:5]([O:7][CH3:8])=[O:6].N1C=CC=CC=1.[C:19](Cl)(=[O:21])[CH3:20].Cl. Product: [C:19]([O:12][C:11]1[CH:10]=[CH:9][C:4]([C:5]([O:7][CH3:8])=[O:6])=[CH:3][C:2]=1[Br:1])(=[O:21])[CH3:20]. The catalyst class is: 34. (2) Reactant: [CH2:1]([C@H:8]1[CH2:12][S:11][C:10](=S)[NH:9]1)[C:2]1[CH:7]=[CH:6][CH:5]=[CH:4][CH:3]=1.C1[O:17]C1C.FC(F)(F)C(O)=O. Product: [CH2:1]([C@H:8]1[CH2:12][S:11][C:10](=[O:17])[NH:9]1)[C:2]1[CH:7]=[CH:6][CH:5]=[CH:4][CH:3]=1. The catalyst class is: 4. (3) Reactant: [CH3:1][O:2][C:3]1[CH:4]=[CH:5][C:6]2[O:10][C:9]([CH:11]([NH:18][C:19]3[CH:28]=[CH:27][C:22]([C:23]([O:25]C)=[O:24])=[CH:21][CH:20]=3)[CH2:12][CH2:13][CH2:14][CH2:15][CH2:16][CH3:17])=[C:8]([CH3:29])[C:7]=2[CH:30]=1.O1CCCC1.[OH-].[Na+]. Product: [CH3:1][O:2][C:3]1[CH:4]=[CH:5][C:6]2[O:10][C:9]([CH:11]([NH:18][C:19]3[CH:28]=[CH:27][C:22]([C:23]([OH:25])=[O:24])=[CH:21][CH:20]=3)[CH2:12][CH2:13][CH2:14][CH2:15][CH2:16][CH3:17])=[C:8]([CH3:29])[C:7]=2[CH:30]=1. The catalyst class is: 8. (4) Reactant: C([O:8][N:9]1[C:15](=[O:16])[N:14]2[CH2:17][C@H:10]1[CH2:11][CH2:12][C@H:13]2[C:18]([NH:20][NH:21][C:22]([C@@H:24]1[CH2:28][CH2:27][N:26]([C:29]([O:31][C:32]([CH3:35])([CH3:34])[CH3:33])=[O:30])[CH2:25]1)=[O:23])=[O:19])C1C=CC=CC=1.[H][H].CO.C(Cl)(Cl)Cl. Product: [OH:8][N:9]1[C:15](=[O:16])[N:14]2[CH2:17][C@H:10]1[CH2:11][CH2:12][C@H:13]2[C:18]([NH:20][NH:21][C:22]([C@@H:24]1[CH2:28][CH2:27][N:26]([C:29]([O:31][C:32]([CH3:35])([CH3:34])[CH3:33])=[O:30])[CH2:25]1)=[O:23])=[O:19]. The catalyst class is: 19.